The task is: Binary Classification. Given a miRNA mature sequence and a target amino acid sequence, predict their likelihood of interaction.. This data is from Experimentally validated miRNA-target interactions with 360,000+ pairs, plus equal number of negative samples. (1) The miRNA is hsa-miR-548ac with sequence CAAAAACCGGCAAUUACUUUUG. Result: 1 (interaction). The protein sequence of the target gene is MTPELMIKACSFYTGHLVKTHFCTWRDIARTNENVVLAEKMNRAVTCYNFRLQKSVFHHWHSYMEDQKEKLKNILLRIQQIIYCHKLTIILTKWRNTARHKSKKKEDELILKHELQLKKWKNRLILKRAAAEESNFPERSSSEVFLVDETLKCDISLLPERAILQIFFYLSLKDVIICGQVNHAWMLMTQLNSLWNAIDFSSVKNVIPDKYIVSTLQRWRLNVLRLNFRGCLLRPKTFRSVSHCRNLQELNVSDCPTFTDESMRHISEGCPGVLCLNLSNTTITNRTMRLLPRHFHNLQN.... (2) The miRNA is cel-let-7-5p with sequence UGAGGUAGUAGGUUGUAUAGUU. The protein sequence of the target gene is MSAAGARGLRATYHRLLDKVELMLPEKLRPLYNHPAGPRTVFFWAPIMKWGLVCAGLADMARPAEKLSTAQSAVLMATGFIWSRYSLVIIPKNWSLFAVNFFVGAAGASQLFRIWRYNQELKAKAHK. Result: 0 (no interaction). (3) The miRNA is mmu-miR-669m-5p with sequence UGUGUGCAUGUGCAUGUGUGUAU. The protein sequence of the target gene is MSYYGSSYRIVNVDSKYPGYPPEHAIAEKRRARRRLLHKDGSCNVYFKHIFGEWGSYMVDIFTTLVDTKWRHMFVIFSLSYILSWLIFGSIFWLIAFHHGDLLSDPDITPCVDNVHSFTAAFLFSLETQTTIGYGYRCVTEECSVAVLTVILQSILSCIINTFIIGAALAKMATARKRAQTIRFSYFALIGMRDGKLCLMWRIGDFRPNHVVEGTVRAQLLRYSEDSEGRMTMAFKDLKLVNDQIILVTPVTIVHEIDHESPLYALDRKAVAKDNFEILVTFIYTGDSTGTSHQSRSSYI.... Result: 1 (interaction). (4) The miRNA is dme-miR-263a-5p with sequence AAUGGCACUGGAAGAAUUCACGGG. The protein sequence of the target gene is MPSERCLSIQEMLTGQRLCHSESHNDSVLAALNQQRSDGILCDITLIAEEQKFHAHKAVLAACSDYFRAMFSLCMVESGADEVNLHGVTSLGLKQALEFAYTGQILLEPGVIQDVLAAGSHLQLLELLNLCSHYLIQELNSFNYLDLYRLADLFNLTLLEKAVIDFLVKHLSELLKSRPEEVLTLPYCLLQEVLKSDRLTSLSEEQIWQLAVRWLEHNCHYQYMDELLQYIRFGLMDVDTLHTVALSHPLVQASETATALVNEALEYHQSIYAQPVWQTRRTKPRFQSDTLYIIGGKKRE.... Result: 0 (no interaction). (5) The miRNA is hsa-miR-16-5p with sequence UAGCAGCACGUAAAUAUUGGCG. The protein sequence of the target gene is MLPNTGRLAGCTVFITGASRGIGKAIALKAAKDGANIVIAAKTAQPHPKLLGTIYTAAEEIEAVGGKALPCIVDVRDEQQISAAVEKAIKKFGGIDILVNNASAISLTNTLDTPTKRLDLMMNVNTRGTYLASKACIPYLKKSKVAHILNISPPLNLNPVWFKQHCAYTIAKYGMSMYVLGMAEEFKGEIAVNALWPKTAIHTAAMDMLGGPGIESQCRKVDIIADAAYSIFQKPKSFTGNFVIDENILKEEGIENFDVYAIKPGHPLQPDFFLDEYPEAVSKKVESTGAVPEFKEEKLQ.... Result: 1 (interaction). (6) The miRNA is hsa-miR-7854-3p with sequence UGAGGUGACCGCAGAUGGGAA. The protein sequence of the target gene is MAPWTLWRCCQRVVGWVPVLFITFVVVWSYYAYVVELCVFTIFGNEENGKTVVYLVAFHLFFVMFVWSYWMTIFTSPASPSKEFYLSNSEKERYEKEFSQERQQEILRRAARALPIYTTSASKTIRYCEKCQLIKPDRAHHCSACDSCILKMDHHCPWVNNCVGFSNYKFFLLFLLYSLLYCLFVAATVLEYFIKFWTNELTDTRAKFHVLFLFFVSAMFFISVLSLFSYHCWLVGKNRTTIESFRAPTFSYGPDGNGFSLGCSKNWRQVFGDEKKYWLLPIFSSLGDGCSFPTRLVGMD.... Result: 1 (interaction). (7) The miRNA is hsa-miR-4423-5p with sequence AGUUGCCUUUUUGUUCCCAUGC. The protein sequence of the target gene is MDRDLLRQSLNCHGSSLLSLLRSEQQDNPHFRSLLGSAAEPARGPPPQHPLQGRKEKRVDNIEIQKFISKKADLLFALSWKSDAPATSEINEDSEDHYAIMPPLEQFMEIPSMDRRELFFRDIERGDIVIGRISSIREFGFFMVLICLGSGIMRDIAHLEITALCPLRDVPSHSNHGDPLSYYQTGDIIRAGIKDIDRYHEKLAVSLYSSSLPPHLSGIKLGVISSEELPLYYRRSVELNSNSLESYENVMQSSLGFVNPGVVEFLLEKLGIDESNPPSLMRGLQSKNFSEDDFASALRK.... Result: 0 (no interaction). (8) The miRNA is hsa-miR-4669 with sequence UGUGUCCGGGAAGUGGAGGAGG. The protein sequence of the target gene is MQRLLLPSLRALTGSRNVGLLVPRVASRTQCGSSCGSQRPLRPGQYSTITEVALQSGKGTVSLPSRAAERAVGRWLLVCSGTVAGAVILGGVTRLTESGLSMVDWHLIKEMKPPTSQEEWEAEFQKYQQFPEFKILNHDMTLAEFKFIWYMEYSHRMWGRAVGLAYILPAAYFWRKGWLNRGMKGRVLALCGLVCFQGLLGWYMVKSGLEEKPESYDIPRVSQYRLAAHLGSALVLYCASLWTSLSLLLPQHKLPETRQLLWLRRFAGGTAGLVFLTALSGAFVAGLDAGLVYNSFPKMG.... Result: 0 (no interaction). (9) The miRNA is hsa-miR-186-5p with sequence CAAAGAAUUCUCCUUUUGGGCU. The protein sequence of the target gene is MAARRGRRDGVAPPPSGGPGPDPGGGARGSGWGSRSQAPYGTLGAVSGGEQVLLHEEAGDSGFVSLSRLGPSLRDKDLEMEELMLQDETLLGTMQSYMDASLISLIEDFGSLGESRLSLEDQNEVSLLTALTEILDNADSENLSPFDSIPDSELLVSPREGSSLHKLLTLSRTPPERDLITPVDPLGPSTGSSRGSGVEMSLPDPSWDFSPPSFLETSSPKLPSWRPPRSRPRWGQSPPPQQRSDGEEEEEVASFSGQILAGELDNCVSSIPDFPMHLACPEEEDKATAAEMAVPAAGDE.... Result: 1 (interaction). (10) The miRNA is hsa-miR-1-3p with sequence UGGAAUGUAAAGAAGUAUGUAU. The protein sequence of the target gene is MERRAAGPGWAAYERLTAEEMDEQRRQNVAYQYLCRLEEAKRWMEACLKEELPSPVELEESLRNGVLLAKLGHCFAPSVVPLKKIYDVEQLRYQATGLHFRHTDNINFWLSAIAHIGLPSTFFPETTDIYDKKNMPRVVYCIHALSLFLFRLGLAPQIHDLYGKVKFTAEELSNMASELAKYGLQLPAFSKIGGILANELSVDEAAVHAAVLAINEAVERGVVEDTLAALQNPSALLENLREPLAAVYQEMLAQAKMEKAANARNHDDRESQDIYDHYLTQAEIQGNINHVNVHGALEVV.... Result: 1 (interaction).